From a dataset of Forward reaction prediction with 1.9M reactions from USPTO patents (1976-2016). Predict the product of the given reaction. Given the reactants [NH2:1][CH2:2][CH2:3][CH2:4][N:5]1[C:17]2[C:16]3[CH:15]=[CH:14][CH:13]=[CH:12][C:11]=3[N:10]=[C:9]([NH2:18])[C:8]=2[N:7]=[C:6]1[CH2:19][CH2:20][O:21][CH3:22].[CH:23]1([N:29]=[C:30]=[O:31])[CH2:28][CH2:27][CH2:26][CH2:25][CH2:24]1, predict the reaction product. The product is: [NH2:18][C:9]1[C:8]2[N:7]=[C:6]([CH2:19][CH2:20][O:21][CH3:22])[N:5]([CH2:4][CH2:3][CH2:2][NH:1][C:30]([NH:29][CH:23]3[CH2:28][CH2:27][CH2:26][CH2:25][CH2:24]3)=[O:31])[C:17]=2[C:16]2[CH:15]=[CH:14][CH:13]=[CH:12][C:11]=2[N:10]=1.